This data is from Peptide-MHC class I binding affinity with 185,985 pairs from IEDB/IMGT. The task is: Regression. Given a peptide amino acid sequence and an MHC pseudo amino acid sequence, predict their binding affinity value. This is MHC class I binding data. (1) The peptide sequence is VLTGNLQTL. The MHC is HLA-B15:09 with pseudo-sequence HLA-B15:09. The binding affinity (normalized) is 0.0847. (2) The peptide sequence is RMFLAMITY. The MHC is HLA-B15:01 with pseudo-sequence HLA-B15:01. The binding affinity (normalized) is 0.343. (3) The peptide sequence is AQRPAKYSY. The binding affinity (normalized) is 0.0847. The MHC is HLA-B35:01 with pseudo-sequence HLA-B35:01. (4) The peptide sequence is PEFYEAMYT. The MHC is HLA-B40:01 with pseudo-sequence HLA-B40:01. The binding affinity (normalized) is 0.240. (5) The peptide sequence is RELHLSWEVG. The MHC is HLA-B18:01 with pseudo-sequence HLA-B18:01. The binding affinity (normalized) is 0.319. (6) The peptide sequence is KTDFKVVKK. The MHC is HLA-A11:01 with pseudo-sequence HLA-A11:01. The binding affinity (normalized) is 0.621. (7) The peptide sequence is NDTSSTVLF. The MHC is HLA-B44:03 with pseudo-sequence HLA-B44:03. The binding affinity (normalized) is 0.410.